From a dataset of TCR-epitope binding with 47,182 pairs between 192 epitopes and 23,139 TCRs. Binary Classification. Given a T-cell receptor sequence (or CDR3 region) and an epitope sequence, predict whether binding occurs between them. (1) The epitope is KMKDLSPRW. The TCR CDR3 sequence is CASSGLAGGMDEQFF. Result: 0 (the TCR does not bind to the epitope). (2) The epitope is LPAADLDDF. The TCR CDR3 sequence is CASSFLVLSAAYGYTF. Result: 1 (the TCR binds to the epitope). (3) The epitope is SEVGPEHSLAEY. The TCR CDR3 sequence is CASSSTLGNEQFF. Result: 1 (the TCR binds to the epitope). (4) The epitope is SLFNTVATLY. The TCR CDR3 sequence is CASSIGGGQETQYF. Result: 0 (the TCR does not bind to the epitope). (5) The epitope is KTSVDCTMYI. The TCR CDR3 sequence is CASSLGRTEQFF. Result: 1 (the TCR binds to the epitope). (6) The epitope is FIAGLIAIV. The TCR CDR3 sequence is CSVYMGLTGELFF. Result: 1 (the TCR binds to the epitope).